From a dataset of Peptide-MHC class II binding affinity with 134,281 pairs from IEDB. Regression. Given a peptide amino acid sequence and an MHC pseudo amino acid sequence, predict their binding affinity value. This is MHC class II binding data. The peptide sequence is AVHVWLRLPAGRVEI. The MHC is DRB4_0101 with pseudo-sequence DRB4_0103. The binding affinity (normalized) is 0.445.